From a dataset of Peptide-MHC class I binding affinity with 185,985 pairs from IEDB/IMGT. Regression. Given a peptide amino acid sequence and an MHC pseudo amino acid sequence, predict their binding affinity value. This is MHC class I binding data. (1) The peptide sequence is DWMERIEDF. The MHC is HLA-A23:01 with pseudo-sequence HLA-A23:01. The binding affinity (normalized) is 0.0847. (2) The peptide sequence is TTYKLNVGDY. The MHC is HLA-A23:01 with pseudo-sequence HLA-A23:01. The binding affinity (normalized) is 0.